From a dataset of Full USPTO retrosynthesis dataset with 1.9M reactions from patents (1976-2016). Predict the reactants needed to synthesize the given product. Given the product [Cl:17][C:5]1[C:6]([C:8]2[N:12]3[CH:13]=[CH:14][CH:15]=[CH:16][C:11]3=[N:10][CH:9]=2)=[N:7][C:2]([NH:18][C:19]2[CH:24]=[CH:23][C:22]([CH:25]3[CH2:26][CH2:27][NH:28][CH2:29][CH2:30]3)=[CH:21][C:20]=2[O:34][CH3:35])=[N:3][CH:4]=1, predict the reactants needed to synthesize it. The reactants are: Cl[C:2]1[N:7]=[C:6]([C:8]2[N:12]3[CH:13]=[CH:14][CH:15]=[CH:16][C:11]3=[N:10][CH:9]=2)[C:5]([Cl:17])=[CH:4][N:3]=1.[NH2:18][C:19]1[CH:24]=[CH:23][C:22]([CH:25]2[CH2:30][CH2:29][N:28](C(=O)C)[CH2:27][CH2:26]2)=[CH:21][C:20]=1[O:34][CH3:35].C1(C)C=CC(S(O)(=O)=O)=CC=1.